From a dataset of Human liver microsome stability data. Regression/Classification. Given a drug SMILES string, predict its absorption, distribution, metabolism, or excretion properties. Task type varies by dataset: regression for continuous measurements (e.g., permeability, clearance, half-life) or binary classification for categorical outcomes (e.g., BBB penetration, CYP inhibition). Dataset: hlm. The molecule is O=C1Nc2ccccc2[C@]12C[C@H]2c1ccc2c[nH]nc2c1. The result is 0 (unstable in human liver microsomes).